This data is from Forward reaction prediction with 1.9M reactions from USPTO patents (1976-2016). The task is: Predict the product of the given reaction. (1) Given the reactants [Br:1][C:2]1[CH:3]=[C:4]2[C:8](=[C:9]([C:11]([O:13][CH2:14][CH3:15])=[O:12])[CH:10]=1)[NH:7][CH:6]=[C:5]2[CH:16]1[CH2:21][CH2:20][S:19][CH:18]([C:22]2[CH:27]=[CH:26][CH:25]=[CH:24][CH:23]=2)[CH2:17]1.[C:28]([O:32][C:33](O[C:33]([O:32][C:28]([CH3:31])([CH3:30])[CH3:29])=[O:34])=[O:34])([CH3:31])([CH3:30])[CH3:29].CN(C1C=CC=CN=1)C, predict the reaction product. The product is: [Br:1][C:2]1[CH:3]=[C:4]2[C:8](=[C:9]([C:11]([O:13][CH2:14][CH3:15])=[O:12])[CH:10]=1)[N:7]([C:33]([O:32][C:28]([CH3:31])([CH3:30])[CH3:29])=[O:34])[CH:6]=[C:5]2[CH:16]1[CH2:21][CH2:20][S:19][CH:18]([C:22]2[CH:23]=[CH:24][CH:25]=[CH:26][CH:27]=2)[CH2:17]1. (2) Given the reactants [N+:1]([C:4]1[CH:5]=[C:6]([CH:10]=[CH:11][CH:12]=1)[C:7]([OH:9])=[O:8])([O-:3])=[O:2].[Br:13]Br, predict the reaction product. The product is: [Br:13][C:11]1[CH:10]=[C:6]([CH:5]=[C:4]([N+:1]([O-:3])=[O:2])[CH:12]=1)[C:7]([OH:9])=[O:8]. (3) Given the reactants S([N:11]1[C:19]2[C:14](=[CH:15][CH:16]=[CH:17][CH:18]=2)[C:13]([CH2:20][N:21]2[CH2:26][CH2:25][CH2:24][C:23]3([CH2:31][CH2:30][NH:29][CH2:28][CH2:27]3)[C:22]2=[O:32])=[CH:12]1)(C1C=CC(C)=CC=1)(=O)=O.C([O-])([O-])=O.[Cs+].[Cs+], predict the reaction product. The product is: [NH:11]1[C:19]2[C:14](=[CH:15][CH:16]=[CH:17][CH:18]=2)[C:13]([CH2:20][N:21]2[CH2:26][CH2:25][CH2:24][C:23]3([CH2:31][CH2:30][NH:29][CH2:28][CH2:27]3)[C:22]2=[O:32])=[CH:12]1. (4) Given the reactants [CH2:1]([O:8][C:9](=[O:38])[NH:10][CH2:11][CH:12]1[CH2:17][CH2:16][CH2:15][CH:14]([NH:18][C:19]([C:21]2[C:22]([C:27]3[C:32](Cl)=[CH:31][C:30]([C:34]([F:37])([F:36])[F:35])=[CH:29][N:28]=3)=[N:23][O:24][C:25]=2[CH3:26])=[O:20])[CH2:13]1)[C:2]1[CH:7]=[CH:6][CH:5]=[CH:4][CH:3]=1.C[Si]([N-][Si](C)(C)C)(C)C.[K+], predict the reaction product. The product is: [CH2:1]([O:8][C:9](=[O:38])[NH:10][CH2:11][CH:12]1[CH2:17][CH2:16][CH2:15][CH:14]([N:18]2[C:32]3[C:27](=[N:28][CH:29]=[C:30]([C:34]([F:37])([F:36])[F:35])[CH:31]=3)[C:22]3=[N:23][O:24][C:25]([CH3:26])=[C:21]3[C:19]2=[O:20])[CH2:13]1)[C:2]1[CH:7]=[CH:6][CH:5]=[CH:4][CH:3]=1. (5) Given the reactants [CH3:1][O:2][C:3]1[CH:4]=[C:5]([CH:22]=[C:23]([O:25][CH3:26])[CH:24]=1)[C:6]1[O:7][C:8]2[C:13]([C:14](=[O:16])[CH:15]=1)=[CH:12][CH:11]=[C:10]([O:17][CH2:18][CH:19]1[O:21][CH2:20]1)[CH:9]=2.[CH:27]([NH2:30])([CH3:29])[CH3:28], predict the reaction product. The product is: [CH3:1][O:2][C:3]1[CH:4]=[C:5]([CH:22]=[C:23]([O:25][CH3:26])[CH:24]=1)[C:6]1[O:7][C:8]2[C:13]([C:14](=[O:16])[CH:15]=1)=[CH:12][CH:11]=[C:10]([O:17][CH2:18][CH:19]([OH:21])[CH2:20][NH:30][CH:27]([CH3:29])[CH3:28])[CH:9]=2. (6) The product is: [CH3:10][C:11]([Si:14]([CH3:38])([CH3:37])[O:15][CH2:16][C@@H:17]([O:19][C:20]1[CH:21]=[C:22]([CH:26]=[C:27]([O:29][CH2:30][C:31]2[CH:32]=[CH:33][CH:34]=[CH:35][CH:36]=2)[CH:28]=1)[C:23]([NH:39][C:40]1[CH:44]=[CH:43][N:42]([CH3:45])[N:41]=1)=[O:25])[CH3:18])([CH3:12])[CH3:13]. Given the reactants CCN(C(C)C)C(C)C.[CH3:10][C:11]([Si:14]([CH3:38])([CH3:37])[O:15][CH2:16][C@@H:17]([O:19][C:20]1[CH:21]=[C:22]([CH:26]=[C:27]([O:29][CH2:30][C:31]2[CH:36]=[CH:35][CH:34]=[CH:33][CH:32]=2)[CH:28]=1)[C:23]([OH:25])=O)[CH3:18])([CH3:13])[CH3:12].[NH2:39][C:40]1[CH:44]=[CH:43][N:42]([CH3:45])[N:41]=1.CN(C(ON1N=NC2C=CC=NC1=2)=[N+](C)C)C.F[P-](F)(F)(F)(F)F, predict the reaction product.